From a dataset of Catalyst prediction with 721,799 reactions and 888 catalyst types from USPTO. Predict which catalyst facilitates the given reaction. (1) Reactant: [C:1]([N:8]1[CH:12]=[CH:11][N:10]=[CH:9]1)(N1C=CN=C1)=[S:2].N[C:14]1C=NC=C[C:19]=1[N:20]1[CH2:25][CH2:24][CH:23]([CH3:26])[CH:22]([NH:27][C:28](=[O:34])[O:29][C:30]([CH3:33])([CH3:32])[CH3:31])[CH2:21]1. Product: [N:8]([C:12]1[CH:11]=[N:10][CH:9]=[CH:14][C:19]=1[N:20]1[CH2:25][CH2:24][CH:23]([CH3:26])[CH:22]([NH:27][C:28](=[O:34])[O:29][C:30]([CH3:33])([CH3:32])[CH3:31])[CH2:21]1)=[C:1]=[S:2]. The catalyst class is: 1. (2) The catalyst class is: 56. Reactant: [F:1][C:2]([F:18])([F:17])[C@H:3]1[CH2:8][CH2:7][C@H:6]([C:9]2[CH:14]=[CH:13][C:12]([CH2:15]O)=[CH:11][CH:10]=2)[CH2:5][CH2:4]1.C1(P(C2C=CC=CC=2)C2C=CC=CC=2)C=CC=CC=1.C(Br)(Br)(Br)[Br:39].O. Product: [Br:39][CH2:15][C:12]1[CH:13]=[CH:14][C:9]([C@H:6]2[CH2:7][CH2:8][C@H:3]([C:2]([F:18])([F:17])[F:1])[CH2:4][CH2:5]2)=[CH:10][CH:11]=1.